From a dataset of Reaction yield outcomes from USPTO patents with 853,638 reactions. Predict the reaction yield, written as a fraction of the theoretical maximum amount of product (1.0 means a 100% yield; for example, 0.34 means a 34% yield). (1) The reactants are [H-].[Na+].[C:3]([O:13][CH2:14][C:15]1[CH:20]=[CH:19][CH:18]=[CH:17][CH:16]=1)(=[O:12])[CH2:4][C:5]([O:7][C:8]([CH3:11])([CH3:10])[CH3:9])=[O:6].Br[CH2:22][CH2:23][CH2:24][CH2:25][CH2:26][CH2:27][CH2:28][CH2:29][CH2:30][CH2:31][CH3:32].CCOCC. The catalyst is CN(C=O)C.O. The product is [CH2:32]([CH:4]([C:5]([O:7][C:8]([CH3:11])([CH3:10])[CH3:9])=[O:6])[C:3]([O:13][CH2:14][C:15]1[CH:16]=[CH:17][CH:18]=[CH:19][CH:20]=1)=[O:12])[CH2:31][CH2:30][CH2:29][CH2:28][CH2:27][CH2:26][CH2:25][CH2:24][CH2:23][CH3:22]. The yield is 0.710. (2) The reactants are [C:1]12([C:11]3[CH:30]=[CH:29][C:14]([O:15][CH2:16][C:17]([NH:19][C:20]4[CH:21]=[C:22]([CH:26]=[CH:27][N:28]=4)[C:23](O)=[O:24])=[O:18])=[CH:13][CH:12]=3)[CH2:10][CH:5]3[CH2:6][CH:7]([CH2:9][CH:3]([CH2:4]3)[CH2:2]1)[CH2:8]2.[CH2:31]([NH2:37])[C:32]1[O:36][CH:35]=[CH:34][CH:33]=1.C1CN([P+](ON2N=NC3C=CC=CC2=3)(N2CCCC2)N2CCCC2)CC1.F[P-](F)(F)(F)(F)F.CO. The catalyst is CN(C1C=CN=CC=1)C.CN(C=O)C. The product is [C:1]12([C:11]3[CH:30]=[CH:29][C:14]([O:15][CH2:16][C:17]([NH:19][C:20]4[CH:21]=[C:22]([CH:26]=[CH:27][N:28]=4)[C:23]([NH:37][CH2:31][C:32]4[O:36][CH:35]=[CH:34][CH:33]=4)=[O:24])=[O:18])=[CH:13][CH:12]=3)[CH2:10][CH:5]3[CH2:6][CH:7]([CH2:9][CH:3]([CH2:4]3)[CH2:2]1)[CH2:8]2. The yield is 0.630.